Dataset: NCI-60 drug combinations with 297,098 pairs across 59 cell lines. Task: Regression. Given two drug SMILES strings and cell line genomic features, predict the synergy score measuring deviation from expected non-interaction effect. Drug 1: C1=CC=C(C=C1)NC(=O)CCCCCCC(=O)NO. Drug 2: CCN(CC)CCNC(=O)C1=C(NC(=C1C)C=C2C3=C(C=CC(=C3)F)NC2=O)C. Cell line: SN12C. Synergy scores: CSS=12.6, Synergy_ZIP=0.172, Synergy_Bliss=2.40, Synergy_Loewe=3.37, Synergy_HSA=3.62.